Dataset: Reaction yield outcomes from USPTO patents with 853,638 reactions. Task: Predict the reaction yield, written as a fraction of the theoretical maximum amount of product (1.0 means a 100% yield; for example, 0.34 means a 34% yield). (1) The reactants are [ClH:1].[CH2:2]([C:7]1[N:8]=[C:9]([NH2:12])[NH:10][CH:11]=1)[CH2:3][CH2:4][C:5]#[CH:6].[N:13]([CH2:16][C:17]1[O:18][CH:19]=[CH:20][CH:21]=1)=[N+:14]=[N-:15]. No catalyst specified. The product is [ClH:1].[O:18]1[CH:19]=[CH:20][CH:21]=[C:17]1[CH2:16][N:13]1[CH:6]=[C:5]([CH2:4][CH2:3][CH2:2][C:7]2[N:8]=[C:9]([NH2:12])[NH:10][CH:11]=2)[N:15]=[N:14]1. The yield is 0.500. (2) The reactants are [Br:1][C:2]1[CH:3]=[C:4]([C:9]([N:11]2[CH2:15][CH2:14][C:13]([C:16]3[CH:21]=[C:20]([Br:22])[C:19]([O:23]CC4C=CC(OC)=CC=4)=[C:18]([Br:33])[CH:17]=3)=[N:12]2)=[O:10])[CH:5]=[CH:6][C:7]=1[Cl:8].FC(F)(F)C(O)=O. The catalyst is ClCCl. The product is [Br:1][C:2]1[CH:3]=[C:4]([C:9]([N:11]2[CH2:15][CH2:14][C:13]([C:16]3[CH:21]=[C:20]([Br:22])[C:19]([OH:23])=[C:18]([Br:33])[CH:17]=3)=[N:12]2)=[O:10])[CH:5]=[CH:6][C:7]=1[Cl:8]. The yield is 0.670. (3) The catalyst is O.Br. The product is [Br:12][C:7]1[CH:8]=[C:2]([F:1])[CH:3]=[C:4]([N+:9]([O-:11])=[O:10])[C:5]=1[NH2:6]. The yield is 0.940. The reactants are [F:1][C:2]1[CH:8]=[CH:7][C:5]([NH2:6])=[C:4]([N+:9]([O-:11])=[O:10])[CH:3]=1.[Br:12]Br. (4) The reactants are [CH3:1][O:2][C:3]([C:5]1([C:8]2[CH:13]=[CH:12][C:11]([O:14]C)=[C:10]([N+:16]([O-:18])=[O:17])[CH:9]=2)[CH2:7][CH2:6]1)=[O:4].B(Br)(Br)Br.O. The catalyst is C(Cl)Cl. The product is [CH3:1][O:2][C:3]([C:5]1([C:8]2[CH:13]=[CH:12][C:11]([OH:14])=[C:10]([N+:16]([O-:18])=[O:17])[CH:9]=2)[CH2:6][CH2:7]1)=[O:4]. The yield is 0.780. (5) The reactants are [NH2:1][C:2]1[CH:7]=[CH:6][C:5]([N:8]2[CH2:12][CH:11]([CH2:13][NH:14][C:15](=[O:17])[CH3:16])[O:10][C:9]2=[O:18])=[CH:4][C:3]=1[F:19].N([O-])=O.[Na+].[N-:24]=[N+:25]=[N-].[Na+].C([O-])(=O)C.[Na+]. The catalyst is Cl.O. The product is [N:1]([C:2]1[CH:7]=[CH:6][C:5]([N:8]2[CH2:12][C@H:11]([CH2:13][NH:14][C:15](=[O:17])[CH3:16])[O:10][C:9]2=[O:18])=[CH:4][C:3]=1[F:19])=[N+:24]=[N-:25]. The yield is 0.590. (6) The reactants are [C:1]1([CH2:7][N:8]2[CH2:13][CH2:12][CH2:11]C[C@H:9]2[C:14]([N:16]2[CH2:20][CH2:19][CH2:18][CH2:17]2)=O)[CH:6]=[CH:5][CH:4]=[CH:3][CH:2]=1.[H-].[H-].[H-].[H-].[Li+].[Al+3].[CH2:27]1COCC1. No catalyst specified. The product is [C:1]1([CH2:7][N:8]2[CH2:13][CH2:12][CH2:11][C@H:9]2[CH2:14][N:16]2[CH2:20][CH2:19][CH2:18][CH2:17][CH2:27]2)[CH:2]=[CH:3][CH:4]=[CH:5][CH:6]=1. The yield is 0.830.